This data is from Reaction yield outcomes from USPTO patents with 853,638 reactions. The task is: Predict the reaction yield, written as a fraction of the theoretical maximum amount of product (1.0 means a 100% yield; for example, 0.34 means a 34% yield). (1) The reactants are [CH3:1][O:2][C:3]([C:5]1[CH:13]=[C:12]2[C:8]([CH:9]=[CH:10][NH:11]2)=[CH:7][CH:6]=1)=[O:4].[F:14][CH:15]([F:25])[O:16][C:17]1[CH:24]=[CH:23][C:20]([CH2:21]Br)=[CH:19][CH:18]=1.[H-].[Na+]. The catalyst is CN(C=O)C.O.C(OCC)(=O)C. The product is [CH3:1][O:2][C:3]([C:5]1[CH:13]=[C:12]2[C:8]([CH:9]=[CH:10][N:11]2[CH2:21][C:20]2[CH:19]=[CH:18][C:17]([O:16][CH:15]([F:14])[F:25])=[CH:24][CH:23]=2)=[CH:7][CH:6]=1)=[O:4]. The yield is 0.210. (2) The reactants are Cl[C:2]1[N:7]=[CH:6][N:5]=[C:4]([O:8][C:9]2[CH:14]=[CH:13][CH:12]=[CH:11][C:10]=2/[C:15](=[CH:20]\[O:21][CH3:22])/[C:16]([O:18][CH3:19])=[O:17])[CH:3]=1.[OH:23][C:24]1[CH:31]=[CH:30][CH:29]=[CH:28][C:25]=1[C:26]#[N:27].C(=O)([O-])[O-].[K+].[K+]. The catalyst is CS(C)=O. The product is [CH3:22][O:21]/[CH:20]=[C:15](/[C:16]([O:18][CH3:19])=[O:17])\[C:10]1[C:9]([O:8][C:4]2[CH:3]=[C:2]([O:23][C:24]3[C:25]([C:26]#[N:27])=[CH:28][CH:29]=[CH:30][CH:31]=3)[N:7]=[CH:6][N:5]=2)=[CH:14][CH:13]=[CH:12][CH:11]=1. The yield is 0.808. (3) The reactants are [N+:1]([C:4]1[CH:9]=[CH:8][C:7]([C:10]2[S:11][CH:12]=[CH:13][CH:14]=2)=[CH:6][C:5]=1[NH:15][C:16](=[O:24])[O:17][CH2:18][CH:19]1[CH2:22][N:21]([CH3:23])[CH2:20]1)([O-])=O. The catalyst is CO.[Pd]. The product is [NH2:1][C:4]1[CH:9]=[CH:8][C:7]([C:10]2[S:11][CH:12]=[CH:13][CH:14]=2)=[CH:6][C:5]=1[NH:15][C:16](=[O:24])[O:17][CH2:18][CH:19]1[CH2:22][N:21]([CH3:23])[CH2:20]1. The yield is 0.620. (4) The reactants are Br[C:2]1[C:3]([O:31][CH3:32])=[C:4]([C:16]2[CH:24]=[C:23]3[C:19]([C:20]([CH2:25][NH:26][S:27]([CH3:30])(=[O:29])=[O:28])=[CH:21][CH2:22]3)=[CH:18][CH:17]=2)[CH:5]=[C:6]([N:8]2[CH:13]=[CH:12][C:11](=[O:14])[NH:10][C:9]2=[O:15])[CH:7]=1.[S:33]1[CH:37]=[CH:36][CH:35]=[C:34]1B(O)O. No catalyst specified. The product is [O:15]=[C:9]1[NH:10][C:11](=[O:14])[CH:12]=[CH:13][N:8]1[C:6]1[CH:7]=[C:2]([C:34]2[S:33][CH:37]=[CH:36][CH:35]=2)[C:3]([O:31][CH3:32])=[C:4]([C:16]2[CH:24]=[C:23]3[C:19]([C:20]([CH2:25][NH:26][S:27]([CH3:30])(=[O:29])=[O:28])=[CH:21][CH2:22]3)=[CH:18][CH:17]=2)[CH:5]=1. The yield is 0.320. (5) The product is [F:18][C:13]1[CH:14]=[CH:15][CH:16]=[CH:17][C:12]=1[CH2:11][N:8]1[CH:7]=[N:6][C:5]2[C:9]1=[N:10][C:2]([NH2:1])=[N:3][C:4]=2[C:19]1[S:21][CH:23]=[C:24]([CH3:25])[N:20]=1. The reactants are [NH2:1][C:2]1[N:10]=[C:9]2[C:5]([N:6]=[CH:7][N:8]2[CH2:11][C:12]2[CH:17]=[CH:16][CH:15]=[CH:14][C:13]=2[F:18])=[C:4]([C:19](=[S:21])[NH2:20])[N:3]=1.Cl[CH2:23][C:24](=O)[CH3:25]. The yield is 0.120. The catalyst is C(O)(C)C. (6) The reactants are [CH:1]([O:4][C:5]1[CH:13]=[CH:12][C:11]([S:14]([CH3:17])(=[O:16])=[O:15])=[CH:10][C:6]=1[C:7]([OH:9])=O)([CH3:3])[CH3:2].[OH:18][CH:19]1[CH2:24][CH2:23][NH:22][CH2:21][CH2:20]1. No catalyst specified. The product is [OH:18][CH:19]1[CH2:24][CH2:23][N:22]([C:7]([C:6]2[CH:10]=[C:11]([S:14]([CH3:17])(=[O:16])=[O:15])[CH:12]=[CH:13][C:5]=2[O:4][CH:1]([CH3:2])[CH3:3])=[O:9])[CH2:21][CH2:20]1. The yield is 0.700. (7) The product is [NH2:1][C:2]1[C:7]2[CH:8]=[C:9]([Br:11])[S:10][C:6]=2[C:5]([C:12]([NH2:13])=[O:15])=[CH:4][N:3]=1. The reactants are [NH2:1][C:2]1[C:7]2[CH:8]=[C:9]([Br:11])[S:10][C:6]=2[C:5]([C:12]#[N:13])=[CH:4][N:3]=1.S(=O)(=O)(O)[OH:15]. The yield is 0.890. No catalyst specified. (8) The catalyst is O1CCOCC1. The product is [C:14]([O:17][C:18](=[O:19])[NH:8][CH2:7][C:6]1[CH:9]=[CH:10][C:3]([Br:2])=[CH:4][CH:5]=1)([CH3:16])([CH3:15])[CH3:13]. The reactants are Cl.[Br:2][C:3]1[CH:10]=[CH:9][C:6]([CH2:7][NH2:8])=[CH:5][CH:4]=1.[OH-].[Na+].[CH3:13][C:14]([O:17][C:18](O[C:18]([O:17][C:14]([CH3:16])([CH3:15])[CH3:13])=[O:19])=[O:19])([CH3:16])[CH3:15]. The yield is 0.960.